Task: Predict the reactants needed to synthesize the given product.. Dataset: Full USPTO retrosynthesis dataset with 1.9M reactions from patents (1976-2016) (1) Given the product [Cl:5][C:6]1[CH:7]=[C:8]([C:12]2[C:13]([Cl:23])=[CH:14][C:15]([C:19]([F:22])([F:20])[F:21])=[CH:16][C:17]=2[Cl:18])[CH:9]=[CH:10][C:11]=1[N+:1]([O-:4])=[O:2], predict the reactants needed to synthesize it. The reactants are: [N+:1]([O-:4])(O)=[O:2].[Cl:5][C:6]1[CH:11]=[CH:10][CH:9]=[C:8]([C:12]2[C:17]([Cl:18])=[CH:16][C:15]([C:19]([F:22])([F:21])[F:20])=[CH:14][C:13]=2[Cl:23])[CH:7]=1. (2) Given the product [Cl:1][C:2]1[CH:7]=[CH:6][C:5]([NH2:8])=[CH:4][C:3]=1[CH2:12][O:13][C:14]1[CH:15]=[N:16][CH:17]=[CH:18][CH:19]=1, predict the reactants needed to synthesize it. The reactants are: [Cl:1][C:2]1[CH:7]=[CH:6][C:5]([NH:8]C(N)=O)=[CH:4][C:3]=1[CH2:12][O:13][C:14]1[CH:15]=[N:16][CH:17]=[CH:18][CH:19]=1.[Cl-].[NH4+].